From a dataset of Full USPTO retrosynthesis dataset with 1.9M reactions from patents (1976-2016). Predict the reactants needed to synthesize the given product. (1) Given the product [CH3:17][O:18][C:19](=[O:24])[CH:20]([N+:21]([O-:23])=[O:22])[CH:15]1[C:13]2[C:14]3[C:9](=[CH:8][CH:7]=[CH:6][C:5]=3[C:3](=[O:4])[O:16]1)[CH:10]=[CH:11][CH:12]=2, predict the reactants needed to synthesize it. The reactants are: CO[C:3]([C:5]1[C:14]2[C:9](=[CH:10][CH:11]=[CH:12][C:13]=2[CH:15]=[O:16])[CH:8]=[CH:7][CH:6]=1)=[O:4].[CH3:17][O:18][C:19](=[O:24])[CH2:20][N+:21]([O-:23])=[O:22].C(OCC)(=O)C.Cl. (2) Given the product [Cl:17][C:14]1[CH:15]=[CH:16][C:11]([C:10]2[O:18][C:6]([C:5]3[CH:19]=[CH:20][C:2]([NH2:1])=[C:3]([N+:21]([O-:23])=[O:22])[CH:4]=3)=[N:8][N:9]=2)=[CH:12][CH:13]=1, predict the reactants needed to synthesize it. The reactants are: [NH2:1][C:2]1[CH:20]=[CH:19][C:5]([C:6]([NH:8][NH:9][C:10](=[O:18])[C:11]2[CH:16]=[CH:15][C:14]([Cl:17])=[CH:13][CH:12]=2)=O)=[CH:4][C:3]=1[N+:21]([O-:23])=[O:22].C1COCC1.CC[N+](S(N=C(OC)[O-])(=O)=O)(CC)CC. (3) The reactants are: [O:1]=[C:2]1[N:6]([C:7]([O:9][C:10]([CH3:13])([CH3:12])[CH3:11])=[O:8])[C@H:5]([C:14]([O:16][CH3:17])=[O:15])[CH2:4][CH2:3]1.[CH2:18]([Mg]Br)[CH2:19][CH:20]=[CH2:21].S([O-])(O)(=O)=O.[K+].CC(=O)OCC. Given the product [C:10]([O:9][C:7]([NH:6][C@@H:5]([CH2:4][CH2:3][C:2](=[O:1])[CH2:21][CH2:20][CH:19]=[CH2:18])[C:14]([O:16][CH3:17])=[O:15])=[O:8])([CH3:13])([CH3:12])[CH3:11], predict the reactants needed to synthesize it. (4) Given the product [F:32][C:23]1[CH:24]=[C:25]([S:28]([CH3:31])(=[O:29])=[O:30])[CH:26]=[CH:27][C:22]=1[C:19]1[C:15]2[N:16]=[CH:17][N:18]=[C:13]([O:12][CH:9]3[CH2:10][CH2:11][N:6]([C:5]4[N:1]=[N:2][N:3]([CH:40]([CH3:42])[CH3:41])[N:4]=4)[CH2:7][CH2:8]3)[C:14]=2[S:21][CH:20]=1, predict the reactants needed to synthesize it. The reactants are: [N:1]1[NH:2][N:3]=[N:4][C:5]=1[N:6]1[CH2:11][CH2:10][CH:9]([O:12][C:13]2[C:14]3[S:21][CH:20]=[C:19]([C:22]4[CH:27]=[CH:26][C:25]([S:28]([CH3:31])(=[O:30])=[O:29])=[CH:24][C:23]=4[F:32])[C:15]=3[N:16]=[CH:17][N:18]=2)[CH2:8][CH2:7]1.C([O-])([O-])=O.[K+].[K+].I[CH:40]([CH3:42])[CH3:41]. (5) The reactants are: [I-].[C:2]([O:6][C:7]([NH:9][C@@H:10]([C:16]([NH:18][CH2:19][C:20]1[CH:25]=[CH:24][C:23]([O:26][CH3:27])=[C:22]([O:28][CH3:29])[CH:21]=1)=[O:17])[CH2:11][CH2:12][S+](C)C)=[O:8])([CH3:5])([CH3:4])[CH3:3].[Li+].C[Si]([N-][Si](C)(C)C)(C)C.[Cl-].[NH4+].O. Given the product [C:2]([O:6][C:7](=[O:8])[NH:9][C@@H:10]1[CH2:11][CH2:12][N:18]([CH2:19][C:20]2[CH:25]=[CH:24][C:23]([O:26][CH3:27])=[C:22]([O:28][CH3:29])[CH:21]=2)[C:16]1=[O:17])([CH3:5])([CH3:4])[CH3:3], predict the reactants needed to synthesize it. (6) Given the product [F:1][C:2]1[C:3]([C:40]2[CH:46]=[CH:45][C:43]([NH2:44])=[CH:42][CH:41]=2)=[C:4]2[C:14]3[C:9](=[CH:10][N:11]=[C:12]([C:15]4[CH:16]=[N:17][CH:18]=[CH:19][CH:20]=4)[CH:13]=3)[N:8]([S:21]([C:24]3[CH:29]=[CH:28][C:27]([CH3:30])=[CH:26][CH:25]=3)(=[O:23])=[O:22])[C:5]2=[N:6][CH:7]=1, predict the reactants needed to synthesize it. The reactants are: [F:1][C:2]1[C:3](I)=[C:4]2[C:14]3[C:9](=[CH:10][N:11]=[C:12]([C:15]4[CH:16]=[N:17][CH:18]=[CH:19][CH:20]=4)[CH:13]=3)[N:8]([S:21]([C:24]3[CH:29]=[CH:28][C:27]([CH3:30])=[CH:26][CH:25]=3)(=[O:23])=[O:22])[C:5]2=[N:6][CH:7]=1.CC1(C)C(C)(C)OB([C:40]2[CH:46]=[CH:45][C:43]([NH2:44])=[CH:42][CH:41]=2)O1.C(=O)([O-])[O-].[Cs+].[Cs+]. (7) Given the product [OH:12][CH2:11][C@@H:10]1[CH2:14][CH2:15][CH2:16][N:9]1[C:5]1[CH:4]=[C:3]([CH:8]=[CH:7][CH:6]=1)[C:1]#[N:2], predict the reactants needed to synthesize it. The reactants are: [C:1]([C:3]1[CH:4]=[C:5]([N:9]2[CH2:16][CH2:15][CH2:14][C@H:10]2[C:11](O)=[O:12])[CH:6]=[CH:7][CH:8]=1)#[N:2].C(N(CC)CC)C.ClC(OCC)=O.[BH4-].[Na+].[Cl-].[NH4+].